This data is from Forward reaction prediction with 1.9M reactions from USPTO patents (1976-2016). The task is: Predict the product of the given reaction. (1) Given the reactants [Cl:1][C:2]1[C:3]([C:11]2(Cl)[CH2:13][CH2:12]2)=[N:4][N:5]([CH3:10])[C:6]=1[C:7]([OH:9])=[O:8].[F:15]C1(C2C=C(C(OCC)=O)N(C)N=2)CC1.[OH-].[Na+], predict the reaction product. The product is: [Cl:1][C:2]1[C:3]([C:11]2([F:15])[CH2:13][CH2:12]2)=[N:4][N:5]([CH3:10])[C:6]=1[C:7]([OH:9])=[O:8]. (2) Given the reactants [CH:1]1([CH2:6][C@H:7]([NH:20]C(=O)OC(C)(C)C)[CH2:8][N:9]([CH3:19])[C:10]([O:12][CH2:13][CH2:14][Si](C)(C)C)=[O:11])[CH2:5][CH2:4][CH2:3][CH2:2]1.C([O-])(O)=O.[Na+], predict the reaction product. The product is: [NH2:20][C@@H:7]([CH2:6][CH:1]1[CH2:2][CH2:3][CH2:4][CH2:5]1)[CH2:8][N:9]([CH3:19])[C:10](=[O:11])[O:12][CH2:13][C:14]1[CH:4]=[CH:5][CH:1]=[CH:2][CH:3]=1.